Task: Predict the reactants needed to synthesize the given product.. Dataset: Full USPTO retrosynthesis dataset with 1.9M reactions from patents (1976-2016) The reactants are: [Cl:1][C:2]1[N:10]=[CH:9][CH:8]=[CH:7][C:3]=1[C:4]([OH:6])=[O:5].S(Cl)(Cl)=O.[CH2:15](N(CC)CC)C. Given the product [CH3:15][O:5][C:4](=[O:6])[C:3]1[CH:7]=[CH:8][CH:9]=[N:10][C:2]=1[Cl:1], predict the reactants needed to synthesize it.